Dataset: Reaction yield outcomes from USPTO patents with 853,638 reactions. Task: Predict the reaction yield, written as a fraction of the theoretical maximum amount of product (1.0 means a 100% yield; for example, 0.34 means a 34% yield). The reactants are [CH3:1][O:2][C:3]([C:5]1[CH:6]=[N:7][N:8]([C:12]([CH3:15])([CH3:14])[CH3:13])[C:9]=1[CH2:10]Br)=[O:4].[O-:16][CH2:17][CH3:18].[Na+].[CH2:20](O)C. No catalyst specified. The product is [CH2:1]([O:2][C:3]([C:5]1[CH:6]=[N:7][N:8]([C:12]([CH3:15])([CH3:14])[CH3:13])[C:9]=1[CH2:10][O:16][CH2:17][CH3:18])=[O:4])[CH3:20]. The yield is 0.510.